From a dataset of Catalyst prediction with 721,799 reactions and 888 catalyst types from USPTO. Predict which catalyst facilitates the given reaction. Reactant: Br.Br[CH2:3][C:4]1[N:5]([CH3:30])[C:6]2[C:11]([N:12]=1)=[C:10]([N:13]1[CH2:18][CH2:17][O:16][CH2:15][CH2:14]1)[N:9]=[C:8]([N:19]1[C:23]3[CH:24]=[CH:25][CH:26]=[CH:27][C:22]=3[N:21]=[C:20]1[CH2:28][CH3:29])[N:7]=2.[CH3:31][S:32]([N:35]1[CH2:40][C@@H:39]([CH3:41])[NH:38][C@@H:37]([CH3:42])[CH2:36]1)(=[O:34])=[O:33].C([O-])([O-])=O.[K+].[K+]. Product: [CH3:42][C@@H:37]1[CH2:36][N:35]([S:32]([CH3:31])(=[O:34])=[O:33])[CH2:40][C@H:39]([CH3:41])[N:38]1[CH2:3][C:4]1[N:5]([CH3:30])[C:6]2[C:11]([N:12]=1)=[C:10]([N:13]1[CH2:18][CH2:17][O:16][CH2:15][CH2:14]1)[N:9]=[C:8]([N:19]1[C:23]3[CH:24]=[CH:25][CH:26]=[CH:27][C:22]=3[N:21]=[C:20]1[CH2:28][CH3:29])[N:7]=2. The catalyst class is: 3.